Dataset: Reaction yield outcomes from USPTO patents with 853,638 reactions. Task: Predict the reaction yield, written as a fraction of the theoretical maximum amount of product (1.0 means a 100% yield; for example, 0.34 means a 34% yield). (1) The reactants are [CH2:1]1[CH:6]2[CH2:7][C:8]3([NH2:11])[CH2:10][CH:4]([CH2:5]2)[CH2:3][CH:2]1[CH2:9]3.Cl[CH2:13][C:14]1[O:18][N:17]=[C:16]([C:19]2[CH:24]=[CH:23][CH:22]=[CH:21][C:20]=2[O:25][CH3:26])[N:15]=1. No catalyst specified. The product is [CH3:26][O:25][C:20]1[CH:21]=[CH:22][CH:23]=[CH:24][C:19]=1[C:16]1[N:15]=[C:14]([CH2:13][NH:11][C:8]23[CH2:10][CH:4]4[CH2:5][CH:6]([CH2:1][CH:2]([CH2:3]4)[CH2:9]2)[CH2:7]3)[O:18][N:17]=1. The yield is 0.840. (2) The reactants are [C:1]([C:3]1[CH:8]=[CH:7][C:6]([NH:9][CH:10]2[CH2:15][CH2:14][N:13](C(OC(C)(C)C)=O)[CH2:12][CH2:11]2)=[CH:5][C:4]=1[C:23]([F:26])([F:25])[F:24])#[N:2].FC(F)(F)C(O)=O. The catalyst is ClCCl. The product is [C:1]([C:3]1[CH:8]=[CH:7][C:6]([NH:9][CH:10]2[CH2:11][CH2:12][NH:13][CH2:14][CH2:15]2)=[CH:5][C:4]=1[C:23]([F:26])([F:24])[F:25])#[N:2]. The yield is 0.850. (3) The reactants are [OH:1][C:2]1([CH2:15][CH:16]=O)[CH2:14][CH2:13][C:5]2([O:10][CH2:9][C:8]([CH3:12])([CH3:11])[CH2:7][O:6]2)[CH2:4][CH2:3]1.[F:18][C:19]1[CH:24]=[C:23]([F:25])[CH:22]=[CH:21][C:20]=1[C@@H:26]([NH2:28])[CH3:27]. No catalyst specified. The product is [F:18][C:19]1[CH:24]=[C:23]([F:25])[CH:22]=[CH:21][C:20]=1[C@@H:26]([NH:28][CH2:16][CH2:15][C:2]1([OH:1])[CH2:3][CH2:4][C:5]2([O:6][CH2:7][C:8]([CH3:11])([CH3:12])[CH2:9][O:10]2)[CH2:13][CH2:14]1)[CH3:27]. The yield is 0.660.